Regression. Given two drug SMILES strings and cell line genomic features, predict the synergy score measuring deviation from expected non-interaction effect. From a dataset of NCI-60 drug combinations with 297,098 pairs across 59 cell lines. Drug 2: CC1=C2C(C(=O)C3(C(CC4C(C3C(C(C2(C)C)(CC1OC(=O)C(C(C5=CC=CC=C5)NC(=O)OC(C)(C)C)O)O)OC(=O)C6=CC=CC=C6)(CO4)OC(=O)C)O)C)O. Cell line: LOX IMVI. Drug 1: CN1CCC(CC1)COC2=C(C=C3C(=C2)N=CN=C3NC4=C(C=C(C=C4)Br)F)OC. Synergy scores: CSS=38.7, Synergy_ZIP=2.32, Synergy_Bliss=3.92, Synergy_Loewe=4.07, Synergy_HSA=6.07.